Dataset: HIV replication inhibition screening data with 41,000+ compounds from the AIDS Antiviral Screen. Task: Binary Classification. Given a drug SMILES string, predict its activity (active/inactive) in a high-throughput screening assay against a specified biological target. The molecule is CCCCCCCCCCCSSCCCCCCCCCCC. The result is 0 (inactive).